From a dataset of Full USPTO retrosynthesis dataset with 1.9M reactions from patents (1976-2016). Predict the reactants needed to synthesize the given product. (1) Given the product [Br:30][C:6]1[N:7]([C@H:12]2[C@H:16]([OH:17])[C@H:15]([OH:18])[C@@H:14]([CH2:19][CH2:32][OH:35])[O:13]2)[C:8]2[C:4]([N:5]=1)=[C:3]([N:2]([CH3:21])[CH3:1])[N:11]=[CH:10][N:9]=2, predict the reactants needed to synthesize it. The reactants are: [CH3:1][N:2]([CH3:21])[C:3]1[N:11]=[CH:10][N:9]=[C:8]2[C:4]=1[N:5]=[CH:6][N:7]2[C@H:12]1[C@H:16]([OH:17])[C@H:15]([OH:18])[C@@H:14]([CH2:19]O)[O:13]1.O.[Br].S([O-])(O)(=O)=O.[Na+].[Br:30]Br.[C:32](=[O:35])([O-])[O-].[Na+].[Na+]. (2) Given the product [CH:5]1([CH2:6][NH:26][CH2:25][C:24]([C:15]2[NH:16][C:17]([C:18]3[CH:23]=[CH:22][N:21]=[CH:20][CH:19]=3)=[C:13]([C:8]3[CH:7]=[CH:6][C:5]4[C:10](=[CH:11][CH:12]=[C:3]([O:2][CH3:1])[CH:4]=4)[CH:9]=3)[N:14]=2)([CH3:28])[CH3:27])[CH2:10][CH2:11][CH2:12][CH2:3][CH2:4]1, predict the reactants needed to synthesize it. The reactants are: [CH3:1][O:2][C:3]1[CH:4]=[C:5]2[C:10](=[CH:11][CH:12]=1)[CH:9]=[C:8]([C:13]1[N:14]=[C:15]([C:24]([CH3:28])([CH3:27])[CH2:25][NH2:26])[NH:16][C:17]=1[C:18]1[CH:23]=[CH:22][N:21]=[CH:20][CH:19]=1)[CH:7]=[CH:6]2.CO[BH-](OC)OC.[Na+]. (3) Given the product [C:11]([C:10]1[CH:13]=[CH:14][C:7]([O:6][CH2:5][CH2:4][CH:3]([OH:15])[CH2:2][NH:1][C:17](=[O:18])[O:19][C:20]([CH3:23])([CH3:22])[CH3:21])=[CH:8][CH:9]=1)#[N:12], predict the reactants needed to synthesize it. The reactants are: [NH2:1][CH2:2][CH:3]([OH:15])[CH2:4][CH2:5][O:6][C:7]1[CH:14]=[CH:13][C:10]([C:11]#[N:12])=[CH:9][CH:8]=1.O.[C:17](O[C:17]([O:19][C:20]([CH3:23])([CH3:22])[CH3:21])=[O:18])([O:19][C:20]([CH3:23])([CH3:22])[CH3:21])=[O:18]. (4) Given the product [CH:1]1([C:9]([CH:11]2[CH2:16][CH2:15][N:14]([C:17]([O:19][C:20]([CH3:23])([CH3:22])[CH3:21])=[O:18])[CH2:13][CH2:12]2)=[O:10])[CH2:3][CH2:2]1, predict the reactants needed to synthesize it. The reactants are: [CH:1]1([Mg]Br)[CH2:3][CH2:2]1.CON(C)[C:9]([CH:11]1[CH2:16][CH2:15][N:14]([C:17]([O:19][C:20]([CH3:23])([CH3:22])[CH3:21])=[O:18])[CH2:13][CH2:12]1)=[O:10]. (5) Given the product [Br:20][C:3]1[O:7][C:6]2[C:8](=[O:17])[C:9]3[C:14]([C:15](=[O:16])[C:5]=2[CH:4]=1)=[CH:13][CH:12]=[CH:11][CH:10]=3, predict the reactants needed to synthesize it. The reactants are: C[Si](C)(C)[C:3]1[O:7][C:6]2[C:8](=[O:17])[C:9]3[C:14]([C:15](=[O:16])[C:5]=2[CH:4]=1)=[CH:13][CH:12]=[CH:11][CH:10]=3.[Br:20]Br. (6) Given the product [OH:4][C:3]([C:5]1[CH:10]=[CH:9][CH:8]=[CH:7][C:6]=1[N:11]([CH2:21][CH2:22][C:23]([F:26])([F:25])[F:24])[S:12]([C:15]1[CH:20]=[CH:19][CH:18]=[CH:17][CH:16]=1)(=[O:14])=[O:13])([C:2]([F:1])([F:27])[F:28])[C:48]#[C:49][C:51]1[CH:56]=[CH:55][C:54]([S:36]([CH3:39])(=[O:38])=[O:37])=[CH:53][CH:52]=1, predict the reactants needed to synthesize it. The reactants are: [F:1][C:2]([F:28])([F:27])[C:3]([C:5]1[CH:10]=[CH:9][CH:8]=[CH:7][C:6]=1[N:11]([CH2:21][CH2:22][C:23]([F:26])([F:25])[F:24])[S:12]([C:15]1[CH:20]=[CH:19][CH:18]=[CH:17][CH:16]=1)(=[O:14])=[O:13])=[O:4].[H-].[Na+].FC(F)(F)CCN[S:36]([C:39]1C=CC=CC=1)(=[O:38])=[O:37].F[C:48](F)(F)[C:49]([C:51]1[CH:56]=[CH:55][CH:54]=[CH:53][C:52]=1F)=O.